From a dataset of Full USPTO retrosynthesis dataset with 1.9M reactions from patents (1976-2016). Predict the reactants needed to synthesize the given product. (1) The reactants are: [C:1]1([N:7]2[CH:11]=[CH:10][C:9]([CH:12]([OH:15])[CH2:13][CH3:14])=[N:8]2)[CH:6]=[CH:5][CH:4]=[CH:3][CH:2]=1.CC(OI1(OC(C)=O)(OC(C)=O)OC(=O)C2C=CC=CC1=2)=O.CCOC(C)=O. Given the product [C:1]1([N:7]2[CH:11]=[CH:10][C:9]([C:12](=[O:15])[CH2:13][CH3:14])=[N:8]2)[CH:6]=[CH:5][CH:4]=[CH:3][CH:2]=1, predict the reactants needed to synthesize it. (2) Given the product [CH:1]1([C:7]2[CH:8]=[C:9]([CH:12]=[CH:13][C:14]=2[O:15][CH2:16][CH2:17][N:18]2[CH2:23][CH2:22][O:21][CH2:20][CH2:19]2)[CH:10]=[C:32]2[C:31]3[C:35](=[CH:36][C:28]([NH:27][C:24](=[O:26])[CH3:25])=[CH:29][CH:30]=3)[NH:34][C:33]2=[O:37])[CH2:6][CH2:5][CH2:4][CH2:3][CH2:2]1, predict the reactants needed to synthesize it. The reactants are: [CH:1]1([C:7]2[CH:8]=[C:9]([CH:12]=[CH:13][C:14]=2[O:15][CH2:16][CH2:17][N:18]2[CH2:23][CH2:22][O:21][CH2:20][CH2:19]2)[CH:10]=O)[CH2:6][CH2:5][CH2:4][CH2:3][CH2:2]1.[C:24]([NH:27][C:28]1[CH:36]=[C:35]2[C:31]([CH2:32][C:33](=[O:37])[NH:34]2)=[CH:30][CH:29]=1)(=[O:26])[CH3:25].N1CCCCC1. (3) Given the product [CH3:1][N:2]1[C:6]([CH:7]([CH2:19][CH:18]=[CH2:17])[C:8]([O:10][CH3:11])=[O:9])=[C:5]([N+:12]([O-:14])=[O:13])[CH:4]=[N:3]1, predict the reactants needed to synthesize it. The reactants are: [CH3:1][N:2]1[C:6]([CH2:7][C:8]([O:10][CH3:11])=[O:9])=[C:5]([N+:12]([O-:14])=[O:13])[CH:4]=[N:3]1.[H-].[Na+].[CH2:17](Br)[CH:18]=[CH2:19]. (4) Given the product [C:1]([O:5][C:6]([N:8]1[CH:9]2[CH2:15][CH2:14][CH:13]1[CH2:12][N:11]([C:17]1[N:22]=[CH:21][CH:20]=[CH:19][N:18]=1)[CH2:10]2)=[O:7])([CH3:4])([CH3:2])[CH3:3], predict the reactants needed to synthesize it. The reactants are: [C:1]([O:5][C:6]([N:8]1[CH:13]2[CH2:14][CH2:15][CH:9]1[CH2:10][NH:11][CH2:12]2)=[O:7])([CH3:4])([CH3:3])[CH3:2].Cl[C:17]1[N:22]=[CH:21][CH:20]=[CH:19][N:18]=1.C(N(CC)CC)C.C1COCC1. (5) The reactants are: [ClH:1].[NH2:2][CH2:3][CH:4]([OH:9])[CH2:5][C:6]([OH:8])=[O:7].[CH3:10]O. Given the product [Cl-:1].[OH:9][CH:4]([CH2:5][C:6]([O:8][CH3:10])=[O:7])[CH2:3][NH3+:2], predict the reactants needed to synthesize it.